From a dataset of Full USPTO retrosynthesis dataset with 1.9M reactions from patents (1976-2016). Predict the reactants needed to synthesize the given product. (1) Given the product [C:1](/[CH:3]=[CH:4]/[C:5]([O:7][CH2:8][CH3:9])=[O:6])#[N:2], predict the reactants needed to synthesize it. The reactants are: [C:1](/[CH:3]=[CH:4]\[C:5]([O:7][CH2:8][CH3:9])=[O:6])#[N:2].C1(P(C2C=CC=CC=2)C2C=CC=CC=2)C=CC=CC=1. (2) Given the product [NH2:50][C:14]1[N:13]=[CH:12][C:11]([C:18]2[CH:23]=[CH:22][C:21]([C:24]3[CH:25]=[N:26][N:27]([CH3:29])[CH:28]=3)=[CH:20][CH:19]=2)=[C:10]2[C:15]=1[CH:16]=[CH:17][C:8]([C:6]([N:4]1[CH2:5][C:2]([F:1])([CH3:30])[CH2:3]1)=[O:7])=[N:9]2, predict the reactants needed to synthesize it. The reactants are: [F:1][C:2]1([CH3:30])[CH2:5][N:4]([C:6]([C:8]2[CH:17]=[CH:16][C:15]3[C:10](=[C:11]([C:18]4[CH:23]=[CH:22][C:21]([C:24]5[CH:25]=[N:26][N:27]([CH3:29])[CH:28]=5)=[CH:20][CH:19]=4)[CH:12]=[N:13][CH:14]=3)[N:9]=2)=[O:7])[CH2:3]1.C(OO)(=O)C.C1(C)C=CC(S(Cl)(=O)=O)=CC=1.C(C[NH2:50])O. (3) Given the product [CH:25]1[C:26]2[N:27]([C:2]3[CH:10]=[C:9]([C:11]([OH:13])=[O:12])[C:8]([O:14][CH3:15])=[CH:7][C:3]=3[C:4]([OH:6])=[O:5])[C:28]3[C:20](=[CH:19][CH:18]=[CH:17][CH:16]=3)[C:21]=2[CH:22]=[CH:23][CH:24]=1, predict the reactants needed to synthesize it. The reactants are: Br[C:2]1[CH:10]=[C:9]([C:11]([OH:13])=[O:12])[C:8]([O:14][CH3:15])=[CH:7][C:3]=1[C:4]([OH:6])=[O:5].[CH:16]1[C:28]2[NH:27][C:26]3[C:21](=[CH:22][CH:23]=[CH:24][CH:25]=3)[C:20]=2[CH:19]=[CH:18][CH:17]=1.C([O-])([O-])=O.[K+].[K+].Cl. (4) Given the product [N:41]([CH:12]1[CH2:40][CH2:39][C:15]2([O:19][N:18]=[C:17]([C:20]3[CH:25]=[N:24][C:23]4[N:26]([CH2:30][CH3:31])[N:27]=[CH:28][C:22]=4[C:21]=3[NH:32][CH:33]3[CH2:38][CH2:37][CH2:36][CH2:35][CH2:34]3)[CH2:16]2)[CH2:14][CH2:13]1)=[N+:42]=[N-:43], predict the reactants needed to synthesize it. The reactants are: CC1C=CC(S(O[CH:12]2[CH2:40][CH2:39][C:15]3([O:19][N:18]=[C:17]([C:20]4[C:21]([NH:32][CH:33]5[CH2:38][CH2:37][CH2:36][CH2:35][CH2:34]5)=[C:22]5[C:28](C)=[N:27][N:26]([CH2:30][CH3:31])[C:23]5=[N:24][CH:25]=4)[CH2:16]3)[CH2:14][CH2:13]2)(=O)=O)=CC=1.[N-:41]=[N+:42]=[N-:43].[Na+].O.